This data is from Full USPTO retrosynthesis dataset with 1.9M reactions from patents (1976-2016). The task is: Predict the reactants needed to synthesize the given product. (1) Given the product [Cl:10][C:11]1[CH:12]=[CH:13][C:14]([NH:19][C:18]([C:20]2[C:29]3[C:24](=[CH:25][CH:26]=[CH:27][CH:28]=3)[CH:23]=[CH:22][CH:21]=2)=[O:17])=[C:15]([C:16]([N:32]2[CH2:36][CH2:35][CH:34]([OH:37])[CH2:33]2)=[O:30])[CH:31]=1, predict the reactants needed to synthesize it. The reactants are: C(N(C(C)C)CC)(C)C.[Cl:10][C:11]1[CH:12]=[CH:13][C:14]2[N:19]=[C:18]([C:20]3[C:29]4[C:24](=[CH:25][CH:26]=[CH:27][CH:28]=4)[CH:23]=[CH:22][CH:21]=3)[O:17][C:16](=[O:30])[C:15]=2[CH:31]=1.[NH:32]1[CH2:36][CH2:35][CH:34]([OH:37])[CH2:33]1. (2) Given the product [O:10]1[C:14]2[CH:15]=[CH:16][C:17]([C:1](=[O:4])[CH2:2][CH3:3])=[CH:18][C:13]=2[CH2:12][CH2:11]1, predict the reactants needed to synthesize it. The reactants are: [C:1](Cl)(=[O:4])[CH2:2][CH3:3].[Cl-].[Al+3].[Cl-].[Cl-].[O:10]1[C:14]2[CH:15]=[CH:16][CH:17]=[CH:18][C:13]=2[CH2:12][CH2:11]1.Cl. (3) The reactants are: [Cl:1][C:2]1[CH:7]=[CH:6][C:5]([C:8]2([C:11]3[C:20]([OH:21])=[C:19]([C:22]([OH:24])=[O:23])[C:18]4[C:13](=[C:14](CC)[CH:15]=[CH:16][CH:17]=4)[N:12]=3)[CH2:10][CH2:9]2)=[CH:4][CH:3]=1.[Cl:27]C1C=CC=C2C=1NC(=O)C2=O.C(OCC(C1(C2C=CC(Cl)=CC=2)CC1)=O)(=O)C. Given the product [Cl:27][C:14]1[CH:15]=[CH:16][CH:17]=[C:18]2[C:13]=1[N:12]=[C:11]([C:8]1([C:5]3[CH:6]=[CH:7][C:2]([Cl:1])=[CH:3][CH:4]=3)[CH2:9][CH2:10]1)[C:20]([OH:21])=[C:19]2[C:22]([OH:24])=[O:23], predict the reactants needed to synthesize it.